From a dataset of Full USPTO retrosynthesis dataset with 1.9M reactions from patents (1976-2016). Predict the reactants needed to synthesize the given product. (1) Given the product [C:50]([NH:49][C@H:46]1[CH2:47][CH2:48][N:44]([CH2:53][C:31]2[N:30]=[C:29]([C:28]([NH:27][C:16]3[CH:17]=[CH:18][C:19]([N:21]4[CH2:26][CH2:25][CH2:24][CH2:23][CH2:22]4)=[CH:20][C:15]=3[C:11]3[CH:10]=[C:9]([C:8](=[O:38])[NH:7][CH2:6][C:5]4[CH:39]=[CH:40][CH:41]=[C:3]([C:2]([F:43])([F:1])[F:42])[CH:4]=4)[CH:14]=[CH:13][N:12]=3)=[O:37])[CH:34]=[CH:33][CH:32]=2)[CH2:45]1)(=[O:52])[CH3:51], predict the reactants needed to synthesize it. The reactants are: [F:1][C:2]([F:43])([F:42])[C:3]1[CH:4]=[C:5]([CH:39]=[CH:40][CH:41]=1)[CH2:6][NH:7][C:8](=[O:38])[C:9]1[CH:14]=[CH:13][N:12]=[C:11]([C:15]2[CH:20]=[C:19]([N:21]3[CH2:26][CH2:25][CH2:24][CH2:23][CH2:22]3)[CH:18]=[CH:17][C:16]=2[NH:27][C:28](=[O:37])[C:29]2(CCl)[CH:34]=[CH:33][CH:32]=[CH:31][NH:30]2)[CH:10]=1.[NH:44]1[CH2:48][CH2:47][C@H:46]([NH:49][C:50](=[O:52])[CH3:51])[CH2:45]1.[C:53](=O)([O-])[O-].[K+].[K+].[I-].[K+]. (2) Given the product [I:14][C:11]1[N:8]2[CH:9]=[CH:10][C:5]([C:3]([NH:16][NH2:17])=[O:2])=[CH:6][C:7]2=[N:13][CH:12]=1, predict the reactants needed to synthesize it. The reactants are: C[O:2][C:3]([C:5]1[CH:10]=[CH:9][N:8]2[C:11]([I:14])=[CH:12][N:13]=[C:7]2[CH:6]=1)=O.O.[NH2:16][NH2:17].